This data is from Catalyst prediction with 721,799 reactions and 888 catalyst types from USPTO. The task is: Predict which catalyst facilitates the given reaction. Reactant: [F:1][C:2]([F:21])([F:20])[C:3](=O)[CH2:4][C:5]([C:7]1[C:16](=[O:17])[NH:15][C:10]2=[N:11][CH:12]=[CH:13][N:14]=[C:9]2[C:8]=1[OH:18])=[O:6].Cl.[NH2:23][OH:24]. Product: [F:1][C:2]([F:21])([F:20])[C:3](=[N:23][OH:24])[CH2:4][C:5]([C:7]1[C:16](=[O:17])[NH:15][C:10]2=[N:11][CH:12]=[CH:13][N:14]=[C:9]2[C:8]=1[OH:18])=[O:6]. The catalyst class is: 8.